This data is from Forward reaction prediction with 1.9M reactions from USPTO patents (1976-2016). The task is: Predict the product of the given reaction. (1) Given the reactants Br[C:2]1[CH:7]=[CH:6][CH:5]=[CH:4][C:3]=1[C:8]1[CH:15]=[C:14]([C:16]2[CH:21]=[CH:20][C:19]([CH3:22])=[CH:18][CH:17]=2)[C:11]([C:12]#[N:13])=[C:10]([CH2:23][CH:24]([CH3:26])[CH3:25])[N:9]=1.C(N(CC)CC)C.[C:34]([O:37][CH2:38]C)(=[O:36])C, predict the reaction product. The product is: [C:12]([C:11]1[C:14]([C:16]2[CH:21]=[CH:20][C:19]([CH3:22])=[CH:18][CH:17]=2)=[CH:15][C:8]([C:3]2[CH:4]=[CH:5][CH:6]=[CH:7][C:2]=2[C:34]([O:37][CH3:38])=[O:36])=[N:9][C:10]=1[CH2:23][CH:24]([CH3:26])[CH3:25])#[N:13]. (2) Given the reactants [OH:1][C:2]1[CH:7]=[CH:6][C:5]([C:8](=O)[CH2:9]Br)=[CH:4][C:3]=1[O:12][CH3:13].[NH2:14][C:15]1[N:20]=[CH:19][CH:18]=[CH:17][N:16]=1, predict the reaction product. The product is: [OH:1][C:2]1[CH:7]=[CH:6][C:5]([C:8]2[N:14]=[C:15]3[N:20]=[CH:19][CH:18]=[CH:17][N:16]3[CH:9]=2)=[CH:4][C:3]=1[O:12][CH3:13]. (3) Given the reactants [Mg].Br[C:3]1[CH:8]=[CH:7][C:6]([C:9]([F:12])([F:11])[F:10])=[CH:5][CH:4]=1.[F:13][C:14]([F:24])([F:23])[C:15]1[CH:22]=[CH:21][C:18]([C:19]#[N:20])=[CH:17][CH:16]=1.[BH4-].[Na+].Cl, predict the reaction product. The product is: [F:10][C:9]([F:12])([F:11])[C:6]1[CH:7]=[CH:8][C:3]([CH:19]([NH2:20])[C:18]2[CH:21]=[CH:22][C:15]([C:14]([F:13])([F:23])[F:24])=[CH:16][CH:17]=2)=[CH:4][CH:5]=1. (4) The product is: [C:1]([C:5]1[CH:6]=[CH:7][C:8]([NH:11][C:12]([C:14]2[CH:19]=[CH:18][N:17]=[N:16][C:15]=2[NH:21][CH2:22][C:23]2[CH:24]=[CH:25][C:26]([F:29])=[CH:27][CH:28]=2)=[O:13])=[CH:9][CH:10]=1)([CH3:4])([CH3:2])[CH3:3]. Given the reactants [C:1]([C:5]1[CH:10]=[CH:9][C:8]([NH:11][C:12]([C:14]2[CH:19]=[C:18](Cl)[N:17]=[N:16][C:15]=2[NH:21][CH2:22][C:23]2[CH:28]=[CH:27][C:26]([F:29])=[CH:25][CH:24]=2)=[O:13])=[CH:7][CH:6]=1)([CH3:4])([CH3:3])[CH3:2], predict the reaction product. (5) The product is: [CH3:1][O:2][C:3]([C:5]1[O:6][C:7]2[CH:15]=[CH:14][CH:13]=[CH:12][C:8]=2[C:9]=1[CH2:10][N:17]([CH3:18])[CH3:16])=[O:4]. Given the reactants [CH3:1][O:2][C:3]([C:5]1[O:6][C:7]2[CH:15]=[CH:14][CH:13]=[CH:12][C:8]=2[C:9]=1[CH2:10]Br)=[O:4].[CH3:16][NH:17][CH3:18].C1COCC1, predict the reaction product. (6) Given the reactants [NH2:1][C:2]1[C:3]([C:12]([OH:14])=[O:13])=[CH:4][C:5]2[C:10]([CH:11]=1)=[CH:9][CH:8]=[CH:7][CH:6]=2.Cl[C:16]([O:18][CH2:19][CH3:20])=O, predict the reaction product. The product is: [CH2:19]([O:18][C:16]1[O:13][C:12](=[O:14])[C:3]2[CH:4]=[C:5]3[C:10]([CH:9]=[CH:8][CH:7]=[CH:6]3)=[CH:11][C:2]=2[N:1]=1)[CH3:20]. (7) The product is: [C:9]([O:8][C:6]([C:1]1([C:13]([OH:15])=[O:14])[CH2:5][CH2:4][CH2:3][CH2:2]1)=[O:7])([CH3:12])([CH3:10])[CH3:11]. Given the reactants [C:1]1([C:13]([O:15]C)=[O:14])([C:6]([O:8][C:9]([CH3:12])([CH3:11])[CH3:10])=[O:7])[CH2:5][CH2:4][CH2:3][CH2:2]1.CO.O.O.[OH-].[Li+], predict the reaction product. (8) Given the reactants I[CH:2]([Si:5]([O:10][CH3:11])([O:8][CH3:9])[O:6][CH3:7])[CH2:3][CH3:4].[N-:12]=[N+:13]=[N-:14].[Na+].CCCCC, predict the reaction product. The product is: [N:12]([CH:2]([Si:5]([O:10][CH3:11])([O:8][CH3:9])[O:6][CH3:7])[CH2:3][CH3:4])=[N+:13]=[N-:14]. (9) Given the reactants C([O:8][C:9]1[C:10]([C:20]([OH:22])=O)=[N:11][N:12]2[CH2:18][CH2:17][CH2:16][NH:15][C:14](=[O:19])[C:13]=12)C1C=CC=CC=1.[F:23][C:24]1[CH:31]=[CH:30][C:27]([CH2:28][NH2:29])=[CH:26][CH:25]=1, predict the reaction product. The product is: [F:23][C:24]1[CH:31]=[CH:30][C:27]([CH2:28][NH:29][C:20]([C:10]2[C:9]([OH:8])=[C:13]3[C:14](=[O:19])[NH:15][CH2:16][CH2:17][CH2:18][N:12]3[N:11]=2)=[O:22])=[CH:26][CH:25]=1. (10) Given the reactants [C:1]([C:3]1[CH:4]=[C:5]([CH:10]=[CH:11][C:12]=1[F:13])[C:6]([NH:8][NH2:9])=[O:7])#[N:2].[F:14][C:15]1[CH:20]=[CH:19][C:18]([F:21])=[CH:17][C:16]=1[CH2:22][CH2:23][C:24](O)=[O:25].C(=O)([O-])O.[Na+], predict the reaction product. The product is: [F:14][C:15]1[CH:20]=[CH:19][C:18]([F:21])=[CH:17][C:16]=1[CH2:22][CH2:23][C:24]([NH:9][NH:8][C:6](=[O:7])[C:5]1[CH:10]=[CH:11][C:12]([F:13])=[C:3]([C:1]#[N:2])[CH:4]=1)=[O:25].